From a dataset of Forward reaction prediction with 1.9M reactions from USPTO patents (1976-2016). Predict the product of the given reaction. (1) Given the reactants [CH3:1][C:2]1[C:9]([C:10]2[S:11][C:12]([C:21]([NH2:23])=O)=[C:13]([C:15]3[CH:20]=[CH:19][CH:18]=[CH:17][CH:16]=3)[N:14]=2)=[C:5]2[S:6][CH:7]=[CH:8][N:4]2[N:3]=1.O.[NH2:25][NH2:26].[C:27]([OH:30])(=[O:29])[CH3:28], predict the reaction product. The product is: [C:27]([OH:30])(=[O:29])[CH3:28].[CH3:1][C:2]1[C:9]([C:10]2[S:11][C:12]([C:21]3[NH:23][C:27]([CH3:28])=[N:26][N:25]=3)=[C:13]([C:15]3[CH:20]=[CH:19][CH:18]=[CH:17][CH:16]=3)[N:14]=2)=[C:5]2[S:6][CH:7]=[CH:8][N:4]2[N:3]=1. (2) Given the reactants [CH2:1]([S:5][S:5][CH2:1][CH2:2][CH2:3][CH3:4])[CH2:2][CH2:3][CH3:4].[C:11]1([CH3:20])[CH:16]=[CH:15][C:14]([S:17]([O-:19])=[O:18])=[CH:13][CH:12]=1.[Na+].II, predict the reaction product. The product is: [C:11]1([CH3:20])[CH:16]=[CH:15][C:14]([S:17](=[O:19])([S:5][CH2:1][CH2:2][CH2:3][CH3:4])=[O:18])=[CH:13][CH:12]=1.